This data is from Peptide-MHC class II binding affinity with 134,281 pairs from IEDB. The task is: Regression. Given a peptide amino acid sequence and an MHC pseudo amino acid sequence, predict their binding affinity value. This is MHC class II binding data. (1) The peptide sequence is MKKYFAATQFEPLAA. The MHC is HLA-DQA10301-DQB10302 with pseudo-sequence HLA-DQA10301-DQB10302. The binding affinity (normalized) is 0.408. (2) The peptide sequence is TLWQRPIVTIKIGGQLKEAL. The MHC is HLA-DQA10101-DQB10501 with pseudo-sequence HLA-DQA10101-DQB10501. The binding affinity (normalized) is 0.0636.